From a dataset of NCI-60 drug combinations with 297,098 pairs across 59 cell lines. Regression. Given two drug SMILES strings and cell line genomic features, predict the synergy score measuring deviation from expected non-interaction effect. (1) Cell line: HCT116. Drug 1: CC12CCC3C(C1CCC2NC(=O)OCC(F)(F)F)CCC4C3(C=CC(=O)N4C)C. Synergy scores: CSS=55.3, Synergy_ZIP=1.35, Synergy_Bliss=0.843, Synergy_Loewe=-3.60, Synergy_HSA=3.06. Drug 2: CNC(=O)C1=NC=CC(=C1)OC2=CC=C(C=C2)NC(=O)NC3=CC(=C(C=C3)Cl)C(F)(F)F. (2) Drug 1: C1=CC(=C2C(=C1NCCNCCO)C(=O)C3=C(C=CC(=C3C2=O)O)O)NCCNCCO. Drug 2: CS(=O)(=O)OCCCCOS(=O)(=O)C. Cell line: SW-620. Synergy scores: CSS=45.8, Synergy_ZIP=1.06, Synergy_Bliss=1.29, Synergy_Loewe=-9.37, Synergy_HSA=3.45. (3) Drug 1: CC1=C2C(C(=O)C3(C(CC4C(C3C(C(C2(C)C)(CC1OC(=O)C(C(C5=CC=CC=C5)NC(=O)C6=CC=CC=C6)O)O)OC(=O)C7=CC=CC=C7)(CO4)OC(=O)C)O)C)OC(=O)C. Drug 2: C1CNP(=O)(OC1)N(CCCl)CCCl. Cell line: SF-295. Synergy scores: CSS=12.7, Synergy_ZIP=-3.76, Synergy_Bliss=1.34, Synergy_Loewe=-8.00, Synergy_HSA=1.31. (4) Drug 1: C1=CC(=CC=C1CCCC(=O)O)N(CCCl)CCCl. Drug 2: CC1=C2C(C(=O)C3(C(CC4C(C3C(C(C2(C)C)(CC1OC(=O)C(C(C5=CC=CC=C5)NC(=O)OC(C)(C)C)O)O)OC(=O)C6=CC=CC=C6)(CO4)OC(=O)C)O)C)O. Cell line: K-562. Synergy scores: CSS=44.7, Synergy_ZIP=-7.04, Synergy_Bliss=-4.01, Synergy_Loewe=-12.7, Synergy_HSA=-3.97. (5) Drug 2: C1=CN(C=N1)CC(O)(P(=O)(O)O)P(=O)(O)O. Drug 1: C1CCN(CC1)CCOC2=CC=C(C=C2)C(=O)C3=C(SC4=C3C=CC(=C4)O)C5=CC=C(C=C5)O. Cell line: OVCAR3. Synergy scores: CSS=12.0, Synergy_ZIP=-3.48, Synergy_Bliss=-2.29, Synergy_Loewe=-0.345, Synergy_HSA=-0.701. (6) Drug 1: C1=NC2=C(N=C(N=C2N1C3C(C(C(O3)CO)O)F)Cl)N. Drug 2: CCN(CC)CCNC(=O)C1=C(NC(=C1C)C=C2C3=C(C=CC(=C3)F)NC2=O)C. Cell line: U251. Synergy scores: CSS=-6.95, Synergy_ZIP=0.858, Synergy_Bliss=-5.07, Synergy_Loewe=-9.62, Synergy_HSA=-9.03. (7) Drug 1: CC(CN1CC(=O)NC(=O)C1)N2CC(=O)NC(=O)C2. Drug 2: C1=CN(C(=O)N=C1N)C2C(C(C(O2)CO)O)O.Cl. Cell line: SK-MEL-5. Synergy scores: CSS=20.3, Synergy_ZIP=-7.39, Synergy_Bliss=-4.60, Synergy_Loewe=-7.71, Synergy_HSA=-3.62.